Dataset: Catalyst prediction with 721,799 reactions and 888 catalyst types from USPTO. Task: Predict which catalyst facilitates the given reaction. (1) Reactant: Cl[C:2]1[C:11]2[C:6](=[CH:7][N:8]=[C:9]([F:12])[CH:10]=2)[N:5]=[CH:4][C:3]=1[C:13]#[N:14].[Cl:15][C:16]1[CH:22]=[CH:21][C:19]([NH2:20])=[C:18]([F:23])[CH:17]=1.C(=O)(O)[O-].[Na+]. Product: [Cl:15][C:16]1[CH:22]=[CH:21][C:19]([NH:20][C:2]2[C:11]3[C:6](=[CH:7][N:8]=[C:9]([F:12])[CH:10]=3)[N:5]=[CH:4][C:3]=2[C:13]#[N:14])=[C:18]([F:23])[CH:17]=1. The catalyst class is: 823. (2) Reactant: Cl[CH:2]([C:31]1[C:32]([CH3:37])=[N:33][O:34][C:35]=1[CH3:36])[C:3]1[O:4][C:5]2[CH:11]=[CH:10][C:9]([CH2:12][C:13]([NH:15][CH:16]([C:23]3[CH:28]=[CH:27][C:26]([CH3:29])=[CH:25][C:24]=3[CH3:30])[C:17]3[CH:22]=[CH:21][CH:20]=[CH:19][CH:18]=3)=[O:14])=[CH:8][C:6]=2[CH:7]=1.Cl.[NH:39]1[CH2:42][CH:41]([C:43]([O:45][CH3:46])=[O:44])[CH2:40]1.C([O-])([O-])=O.[K+].[K+].O. Product: [CH3:37][C:32]1[C:31]([CH:2]([C:3]2[O:4][C:5]3[CH:11]=[CH:10][C:9]([CH2:12][C:13]([NH:15][CH:16]([C:23]4[CH:28]=[CH:27][C:26]([CH3:29])=[CH:25][C:24]=4[CH3:30])[C:17]4[CH:18]=[CH:19][CH:20]=[CH:21][CH:22]=4)=[O:14])=[CH:8][C:6]=3[CH:7]=2)[N:39]2[CH2:42][CH:41]([C:43]([O:45][CH3:46])=[O:44])[CH2:40]2)=[C:35]([CH3:36])[O:34][N:33]=1. The catalyst class is: 23. (3) Reactant: [CH3:1][O:2][C:3](=[O:22])[C:4]1[CH:9]=[C:8]([OH:10])[CH:7]=[CH:6][C:5]=1[NH:11][S:12]([C:15]1[CH:20]=[CH:19][C:18]([CH3:21])=[CH:17][CH:16]=1)(=[O:14])=[O:13].C([O-])([O-])=O.[K+].[K+].[CH2:29]([O:36][C:37]1[CH:42]=[C:41](F)[CH:40]=[CH:39][C:38]=1[N+:44]([O-:46])=[O:45])[C:30]1[CH:35]=[CH:34][CH:33]=[CH:32][CH:31]=1. Product: [CH3:1][O:2][C:3](=[O:22])[C:4]1[CH:9]=[C:8]([O:10][C:41]2[CH:40]=[CH:39][C:38]([N+:44]([O-:46])=[O:45])=[C:37]([O:36][CH2:29][C:30]3[CH:35]=[CH:34][CH:33]=[CH:32][CH:31]=3)[CH:42]=2)[CH:7]=[CH:6][C:5]=1[NH:11][S:12]([C:15]1[CH:16]=[CH:17][C:18]([CH3:21])=[CH:19][CH:20]=1)(=[O:14])=[O:13]. The catalyst class is: 3. (4) Reactant: [NH2:1][C:2]1[CH:7]=[CH:6][C:5]([C:8]2[CH:9]=[C:10]([N:14]3[C:19](=[O:20])[C:18]([CH2:21][C:22]4[CH:27]=[CH:26][CH:25]=[CH:24][CH:23]=4)=[N:17][C:16]4[CH:28]=[CH:29][CH:30]=[N:31][C:15]3=4)[CH:11]=[CH:12][CH:13]=2)=[CH:4][CH:3]=1.C(N(CC)CC)C.[CH3:39][S:40](Cl)(=[O:42])=[O:41].C(=O)(O)[O-].[Na+]. Product: [CH2:21]([C:18]1[C:19](=[O:20])[N:14]([C:10]2[CH:11]=[CH:12][CH:13]=[C:8]([C:5]3[CH:6]=[CH:7][C:2]([NH:1][S:40]([CH3:39])(=[O:42])=[O:41])=[CH:3][CH:4]=3)[CH:9]=2)[C:15]2[N:31]=[CH:30][CH:29]=[CH:28][C:16]=2[N:17]=1)[C:22]1[CH:27]=[CH:26][CH:25]=[CH:24][CH:23]=1. The catalyst class is: 96. (5) Reactant: [F:1][C:2]1[CH:8]=[CH:7][C:5]([NH2:6])=[C:4]([CH3:9])[CH:3]=1.O=[CH:11][C:12]1[CH:20]=[CH:19][C:16]([O:17][CH3:18])=[C:14]([OH:15])[CH:13]=1.[BH-](OC(C)=O)(OC(C)=O)OC(C)=O.[Na+]. Product: [F:1][C:2]1[CH:8]=[CH:7][C:5]([NH:6][CH2:11][C:12]2[CH:20]=[CH:19][C:16]([O:17][CH3:18])=[C:14]([OH:15])[CH:13]=2)=[C:4]([CH3:9])[CH:3]=1. The catalyst class is: 26. (6) Reactant: [C:1]1([CH3:16])[CH:6]=[CH:5][C:4]([S:7]([C:10]2[CH2:15]C[CH:13]=[CH:12][CH:11]=2)(=[O:9])=[O:8])=[CH:3][CH:2]=1.[C:17]([O-:20])([O-])=O.[K+].[K+].CS(N)(=O)=[O:25]. Product: [S:7]([C:10]1[CH2:15][CH:17]([OH:20])[CH:13]([OH:25])[CH2:12][CH:11]=1)([C:4]1[CH:5]=[CH:6][C:1]([CH3:16])=[CH:2][CH:3]=1)(=[O:9])=[O:8]. The catalyst class is: 664.